From a dataset of Reaction yield outcomes from USPTO patents with 853,638 reactions. Predict the reaction yield, written as a fraction of the theoretical maximum amount of product (1.0 means a 100% yield; for example, 0.34 means a 34% yield). (1) The yield is 0.400. The reactants are [NH2:1][CH2:2][C:3]1[S:7][C:6]([C:8]2[C:9](=[O:30])[N:10]([CH2:22][CH2:23][C:24]3[CH:29]=[CH:28][CH:27]=[CH:26][CH:25]=3)[C:11]([C:15]3[CH:20]=[CH:19][CH:18]=[CH:17][C:16]=3[OH:21])=[N:12][C:13]=2[CH3:14])=[CH:5][CH:4]=1.C=O.[C:33]([BH3-])#N.[Na+]. The catalyst is CO.O. The product is [OH:21][C:16]1[CH:17]=[CH:18][CH:19]=[CH:20][C:15]=1[C:11]1[N:10]([CH2:22][CH2:23][C:24]2[CH:25]=[CH:26][CH:27]=[CH:28][CH:29]=2)[C:9](=[O:30])[C:8]([C:6]2[S:7][C:3]([CH2:2][NH:1][CH3:33])=[CH:4][CH:5]=2)=[C:13]([CH3:14])[N:12]=1. (2) The yield is 1.00. The product is [CH2:33]([N:21]([C:9]1[C:8]([O:7][CH2:1][CH2:2][CH2:3][CH2:4][CH2:5][CH3:6])=[CH:17][C:16]2[C:15]([CH3:19])([CH3:18])[CH2:14][CH:13]=[C:12]([CH3:20])[C:11]=2[CH:10]=1)[C:22]1[CH:23]=[CH:24][C:25]([C:26]([O:28][CH2:29][CH3:30])=[O:27])=[CH:31][CH:32]=1)[CH3:34]. The reactants are [CH2:1]([O:7][C:8]1[C:9]([NH:21][C:22]2[CH:32]=[CH:31][C:25]([C:26]([O:28][CH2:29][CH3:30])=[O:27])=[CH:24][CH:23]=2)=[CH:10][C:11]2[C:12]([CH3:20])=[CH:13][CH2:14][C:15]([CH3:19])([CH3:18])[C:16]=2[CH:17]=1)[CH2:2][CH2:3][CH2:4][CH2:5][CH3:6].[CH:33](=O)[CH3:34]. No catalyst specified. (3) The reactants are [S:1]1(=[O:12])[C:7]2[CH:8]=[CH:9][CH:10]=[CH:11][C:6]=2[CH2:5][CH2:4][CH2:3][CH2:2]1.ClC1C=C(C=CC=1)C(OO)=[O:18].[O-]S([O-])=O.[Na+].[Na+].C([O-])(O)=O.[Na+]. The catalyst is C(Cl)Cl. The product is [S:1]1(=[O:18])(=[O:12])[C:7]2[CH:8]=[CH:9][CH:10]=[CH:11][C:6]=2[CH2:5][CH2:4][CH2:3][CH2:2]1. The yield is 0.975. (4) The reactants are [CH3:1][N:2]([CH3:18])[S:3]([N:6]1[C:10]([CH:11](O)[C:12]2[S:13][CH:14]=[CH:15][CH:16]=2)=[CH:9][N:8]=[CH:7]1)(=[O:5])=[O:4].ClC1C=CC=C(C(OO)=O)C=1. The catalyst is C(Cl)Cl. The product is [CH3:18][N:2]([CH3:1])[S:3]([N:6]1[C:10]([CH2:11][C:12]2[S:13][CH:14]=[CH:15][CH:16]=2)=[CH:9][N:8]=[CH:7]1)(=[O:5])=[O:4]. The yield is 0.880. (5) The reactants are [CH3:1][C@:2]1([CH2:13][N:14]2[C:18]3[CH:19]=[C:20]([C:23]#[N:24])[CH:21]=[CH:22][C:17]=3[N:16]=[CH:15]2)[CH2:12][CH2:11][CH2:10][C@:4]2([O:8][C:7](=[O:9])[NH:6][CH2:5]2)[CH2:3]1.[O-]P([O-])([O-])=O.[K+].[K+].[K+].N[C@@H]1CCCC[C@H]1N.Br[C:42]1[N:43]=[CH:44][C:45]([C:48]([OH:51])([CH3:50])[CH3:49])=[N:46][CH:47]=1. The catalyst is O1CCOCC1.[Cu]I.CC#N. The product is [OH:51][C:48]([C:45]1[N:46]=[CH:47][C:42]([N:6]2[CH2:5][C@@:4]3([CH2:10][CH2:11][CH2:12][C@@:2]([CH2:13][N:14]4[C:18]5[CH:19]=[C:20]([C:23]#[N:24])[CH:21]=[CH:22][C:17]=5[N:16]=[CH:15]4)([CH3:1])[CH2:3]3)[O:8][C:7]2=[O:9])=[N:43][CH:44]=1)([CH3:50])[CH3:49]. The yield is 0.380.